The task is: Predict which catalyst facilitates the given reaction.. This data is from Catalyst prediction with 721,799 reactions and 888 catalyst types from USPTO. (1) Reactant: Cl[C:2]1[CH:7]=[C:6]([O:8][CH3:9])[C:5]([N+:10]([O-:12])=[O:11])=[CH:4][N:3]=1.[CH3:13][O-:14].[Na+]. Product: [CH3:13][O:14][C:2]1[CH:7]=[C:6]([O:8][CH3:9])[C:5]([N+:10]([O-:12])=[O:11])=[CH:4][N:3]=1. The catalyst class is: 5. (2) Product: [CH3:1][O:2][C:3](=[O:20])[CH2:4][CH2:5][CH2:6][CH2:7][C:8]1[O:9][CH:10]=[C:11]([C:13]2[CH:18]=[CH:17][CH:16]=[CH:15][C:14]=2[NH:19][S:28]([CH3:27])(=[O:30])=[O:29])[N:12]=1. The catalyst class is: 1. Reactant: [CH3:1][O:2][C:3](=[O:20])[CH2:4][CH2:5][CH2:6][CH2:7][C:8]1[O:9][CH:10]=[C:11]([C:13]2[CH:18]=[CH:17][CH:16]=[CH:15][C:14]=2[NH2:19])[N:12]=1.N1C=CC=CC=1.[CH3:27][S:28](Cl)(=[O:30])=[O:29]. (3) Reactant: [N+:1]([C:4]1[CH:5]=[C:6]2[C:10](=[CH:11][CH:12]=1)[NH:9][C:8]([C:13]([NH:15][C:16]1[CH:21]=[CH:20][CH:19]=[CH:18][CH:17]=1)=[O:14])=[CH:7]2)([O-:3])=[O:2].[OH-].[Na+].Br[CH2:25][CH2:26][C:27]1[CH:32]=[CH:31][CH:30]=[CH:29][CH:28]=1.[H-].[Na+].[Br-].Cl. Product: [N+:1]([C:4]1[CH:5]=[C:6]2[C:10](=[CH:11][CH:12]=1)[N:9]([CH2:25][CH2:26][C:27]1[CH:32]=[CH:31][CH:30]=[CH:29][CH:28]=1)[C:8]([C:13]([NH:15][C:16]1[CH:17]=[CH:18][CH:19]=[CH:20][CH:21]=1)=[O:14])=[CH:7]2)([O-:3])=[O:2]. The catalyst class is: 9. (4) Reactant: [NH2:1][C:2]1[C:3]2[C:10]([C:11]3[CH:16]=[C:15]([O:17][CH2:18][CH:19]4[CH2:23][CH2:22][CH2:21][O:20]4)[CH:14]=[CH:13][C:12]=3[F:24])=[CH:9][N:8]([C@H:25]3[CH2:30][CH2:29][C@H:28]([OH:31])[CH2:27][CH2:26]3)[C:4]=2[N:5]=[CH:6][N:7]=1.[CH3:32][S:33](Cl)(=[O:35])=[O:34].C(N(CC)CC)C. Product: [CH3:32][S:33]([O:31][C@H:28]1[CH2:29][CH2:30][C@H:25]([N:8]2[C:4]3[N:5]=[CH:6][N:7]=[C:2]([NH2:1])[C:3]=3[C:10]([C:11]3[CH:16]=[C:15]([O:17][CH2:18][CH:19]4[CH2:23][CH2:22][CH2:21][O:20]4)[CH:14]=[CH:13][C:12]=3[F:24])=[CH:9]2)[CH2:26][CH2:27]1)(=[O:35])=[O:34]. The catalyst class is: 2.